Predict the reaction yield, written as a fraction of the theoretical maximum amount of product (1.0 means a 100% yield; for example, 0.34 means a 34% yield). From a dataset of Reaction yield outcomes from USPTO patents with 853,638 reactions. (1) The reactants are O.[OH-].[Li+].O.C[O:6][C:7]([C:9]12[CH2:16][CH2:15][C:12]([NH:17][CH2:18][C:19]3[CH:28]=[CH:27][C:26]4[C:21](=[CH:22][CH:23]=[C:24]([O:29][C@H:30]5[CH2:35][CH2:34][C@H:33]([C:36]([CH3:39])([CH3:38])[CH3:37])[CH2:32][CH2:31]5)[CH:25]=4)[CH:20]=3)([CH2:13][CH2:14]1)[CH2:11][CH2:10]2)=[O:8].O1CCCC1.CO. No catalyst specified. The product is [C:36]([C@H:33]1[CH2:34][CH2:35][C@H:30]([O:29][C:24]2[CH:25]=[C:26]3[C:21](=[CH:22][CH:23]=2)[CH:20]=[C:19]([CH2:18][NH:17][C:12]24[CH2:11][CH2:10][C:9]([C:7]([OH:8])=[O:6])([CH2:14][CH2:13]2)[CH2:16][CH2:15]4)[CH:28]=[CH:27]3)[CH2:31][CH2:32]1)([CH3:39])([CH3:37])[CH3:38]. The yield is 0.640. (2) The reactants are [CH2:1]([N:8]1[CH2:21][CH2:20][C:19]2[C:18]3[C:17](Br)=[CH:16][CH:15]=[CH:14][C:13]=3[NH:12][C:11]=2[CH2:10][CH2:9]1)[C:2]1[CH:7]=[CH:6][CH:5]=[CH:4][CH:3]=1.[C:23](=[NH:36])([C:30]1[CH:35]=[CH:34][CH:33]=[CH:32][CH:31]=1)[C:24]1[CH:29]=[CH:28][CH:27]=[CH:26][CH:25]=1.CC(C)([O-])C.[Na+].O. The catalyst is C1(C)C=CC=CC=1.C1C=CC(/C=C/C(/C=C/C2C=CC=CC=2)=O)=CC=1.C1C=CC(/C=C/C(/C=C/C2C=CC=CC=2)=O)=CC=1.C1C=CC(/C=C/C(/C=C/C2C=CC=CC=2)=O)=CC=1.[Pd].[Pd].C1C=CC(P(C2C=CC3C(=CC=CC=3)C=2C2C3C(=CC=CC=3)C=CC=2P(C2C=CC=CC=2)C2C=CC=CC=2)C2C=CC=CC=2)=CC=1.C(OCC)(=O)C. The product is [C:23](=[N:36][C:17]1[C:18]2[C:19]3[CH2:20][CH2:21][N:8]([CH2:1][C:2]4[CH:7]=[CH:6][CH:5]=[CH:4][CH:3]=4)[CH2:9][CH2:10][C:11]=3[NH:12][C:13]=2[CH:14]=[CH:15][CH:16]=1)([C:30]1[CH:31]=[CH:32][CH:33]=[CH:34][CH:35]=1)[C:24]1[CH:29]=[CH:28][CH:27]=[CH:26][CH:25]=1. The yield is 0.940. (3) The reactants are S(Cl)([Cl:3])=O.[OH:5][C@H:6]1[CH2:10][NH:9][C@H:8]([C:11]([OH:13])=[O:12])[CH2:7]1.[CH3:14]O. No catalyst specified. The product is [ClH:3].[OH:5][C@H:6]1[CH2:10][NH:9][C@H:8]([C:11]([O:13][CH3:14])=[O:12])[CH2:7]1. The yield is 0.950. (4) The reactants are [CH3:1][O:2][C:3]([C@H:5]1[C@@H:10]2[CH2:11][C@@H:7]([CH:8]=[CH:9]2)[C@H:6]1C(O)=O)=[O:4].C([N:17](CC)CC)C.Cl[C:23]([O:25][CH2:26][CH3:27])=[O:24].[N-]=[N+]=[N-].[Na+].[CH2:32](O)[C:33]1C=C[CH:36]=[CH:35][CH:34]=1. The yield is 0.740. The catalyst is O1CCCC1.O.C1C=CC=CC=1.ClCCl. The product is [CH2:26]([O:25][C:23]([NH:17][C@@H:6]1[C@H:7]2[CH2:11][C@H:10]([CH:9]=[CH:8]2)[C@@H:5]1[C:3]([O:2][CH3:1])=[O:4])=[O:24])[C:27]1[CH:36]=[CH:35][CH:34]=[CH:33][CH:32]=1. (5) The product is [CH3:11][N:8]1[C:7]([CH2:12][N:13]2[CH2:14][CH2:15][CH:16]([CH:19]3[CH2:20][O:21][CH2:22]3)[CH2:17][CH2:18]2)=[N:6][C:5]2[C:9]1=[N:10][C:2]([NH:35][C:30]1[C:29]([NH2:36])=[CH:34][CH:33]=[CH:32][CH:31]=1)=[N:3][C:4]=2[N:23]1[CH2:28][CH2:27][O:26][CH2:25][CH2:24]1. The reactants are Cl[C:2]1[N:10]=[C:9]2[C:5]([N:6]=[C:7]([CH2:12][N:13]3[CH2:18][CH2:17][CH:16]([CH:19]4[CH2:22][O:21][CH2:20]4)[CH2:15][CH2:14]3)[N:8]2[CH3:11])=[C:4]([N:23]2[CH2:28][CH2:27][O:26][CH2:25][CH2:24]2)[N:3]=1.[C:29]1([NH2:36])[C:30]([NH2:35])=[CH:31][CH:32]=[CH:33][CH:34]=1.CC(C1C=C(C(C)C)C(C2C=CC=CC=2P(C2CCCCC2)C2CCCCC2)=C(C(C)C)C=1)C.C([O-])([O-])=O.[Cs+].[Cs+]. The catalyst is CN(C=O)C.C1C=CC(/C=C/C(/C=C/C2C=CC=CC=2)=O)=CC=1.C1C=CC(/C=C/C(/C=C/C2C=CC=CC=2)=O)=CC=1.C1C=CC(/C=C/C(/C=C/C2C=CC=CC=2)=O)=CC=1.[Pd].[Pd]. The yield is 0.500. (6) The reactants are CC1[CH:3]=[C:4]([C:7]2[C:8]([C:26]3[CH:31]=[CH:30][CH:29]=[CH:28][CH:27]=3)=[C:9]([C:13]([C:15]([C:17]3[CH:22]=[CH:21][C:20]([N:23]([CH3:25])[CH3:24])=[CH:19][CH:18]=3)=[O:16])=[O:14])[CH:10]=[CH:11][CH:12]=2)SC=1.O[O:33][S:34]([O-:36])=O.[K+].O1[CH2:42][CH2:41][CH2:40][CH2:39]1.O.[CH3:44]O. The yield is 0.330. No catalyst specified. The product is [CH3:44][S:34]([C:41]1[CH:42]=[CH:3][C:4]([C:7]2[C:8]([C:26]3[CH:27]=[CH:28][CH:29]=[CH:30][CH:31]=3)=[C:9]([C:13]([C:15]([C:17]3[CH:22]=[CH:21][C:20]([N:23]([CH3:24])[CH3:25])=[CH:19][CH:18]=3)=[O:16])=[O:14])[CH:10]=[CH:11][CH:12]=2)=[CH:39][CH:40]=1)(=[O:36])=[O:33].